This data is from Full USPTO retrosynthesis dataset with 1.9M reactions from patents (1976-2016). The task is: Predict the reactants needed to synthesize the given product. (1) The reactants are: [CH3:1][O:2][CH2:3][CH2:4][O:5][C:6]1[CH:11]=[C:10](B2OC(C)(C)C(C)(C)O2)[CH:9]=[CH:8][N:7]=1.Br[C:22]1[C:23]2[O:32][C:31]([CH2:33][N:34]3[CH2:39][CH2:38][N:37]([S:40]([CH3:43])(=[O:42])=[O:41])[CH2:36][C@H:35]3[CH3:44])=[CH:30][C:24]=2[C:25](=[O:29])[N:26]([CH3:28])[CH:27]=1.C(=O)([O-])[O-].[Na+].[Na+]. Given the product [CH3:1][O:2][CH2:3][CH2:4][O:5][C:6]1[CH:11]=[C:10]([C:22]2[C:23]3[O:32][C:31]([CH2:33][N:34]4[CH2:39][CH2:38][N:37]([S:40]([CH3:43])(=[O:41])=[O:42])[CH2:36][C@H:35]4[CH3:44])=[CH:30][C:24]=3[C:25](=[O:29])[N:26]([CH3:28])[CH:27]=2)[CH:9]=[CH:8][N:7]=1, predict the reactants needed to synthesize it. (2) Given the product [OH2:9].[C:1]1([CH3:7])[C:6]([S:8]([OH:11])(=[O:10])=[O:9])=[CH:5][CH:4]=[CH:3][CH:2]=1, predict the reactants needed to synthesize it. The reactants are: [C:1]1([CH3:7])[CH:6]=[CH:5][CH:4]=[CH:3][CH:2]=1.[S:8](=O)(=[O:11])([OH:10])[OH:9]. (3) Given the product [CH2:1]([C:5]1[CH:6]=[CH:7][C:8]([C:11]#[C:12][C:13]2[CH:40]=[CH:39][C:16]([CH2:17][N:18]([CH2:28][C:29]3[CH:38]=[CH:37][C:32]([C:33]([OH:35])=[O:34])=[CH:31][CH:30]=3)[C:19](=[O:27])[CH2:20][CH2:21][CH:22]3[CH2:26][CH2:25][CH2:24][CH2:23]3)=[CH:15][CH:14]=2)=[CH:9][CH:10]=1)[CH2:2][CH2:3][CH3:4], predict the reactants needed to synthesize it. The reactants are: [CH2:1]([C:5]1[CH:10]=[CH:9][C:8]([C:11]#[C:12][C:13]2[CH:40]=[CH:39][C:16]([CH2:17][N:18]([CH2:28][C:29]3[CH:38]=[CH:37][C:32]([C:33]([O:35]C)=[O:34])=[CH:31][CH:30]=3)[C:19](=[O:27])[CH2:20][CH2:21][CH:22]3[CH2:26][CH2:25][CH2:24][CH2:23]3)=[CH:15][CH:14]=2)=[CH:7][CH:6]=1)[CH2:2][CH2:3][CH3:4].[OH-].[Na+]. (4) Given the product [C:1]([NH:5][C:6]([C:8]1[CH:9]=[C:10]([C:17]2[N:21]([CH2:22][CH:23]3[CH2:24][CH2:25][CH2:26][CH2:27][CH2:28]3)[C:20]([CH3:29])=[C:19]([C:30]([OH:32])=[O:31])[CH:18]=2)[N:11]2[C:16]=1[CH:15]=[CH:14][CH:13]=[CH:12]2)=[O:7])([CH3:4])([CH3:2])[CH3:3], predict the reactants needed to synthesize it. The reactants are: [C:1]([NH:5][C:6]([C:8]1[CH:9]=[C:10]([C:17]2[N:21]([CH2:22][CH:23]3[CH2:28][CH2:27][CH2:26][CH2:25][CH2:24]3)[C:20]([CH3:29])=[C:19]([C:30]([O:32]CC)=[O:31])[CH:18]=2)[N:11]2[C:16]=1[CH:15]=[CH:14][CH:13]=[CH:12]2)=[O:7])([CH3:4])([CH3:3])[CH3:2].CC([O-])(C)C.[K+]. (5) The reactants are: [Cl:1][C:2]1[CH:3]=[CH:4][C:5]2[N:11]3[CH:12]=[CH:13][CH:14]=[C:10]3[C@H:9]([CH2:15][C:16]([NH:18][C:19]3[CH:24]=[CH:23][C:22]([CH2:25][C:26]([O:28]CC)=[O:27])=[CH:21][CH:20]=3)=[O:17])[O:8][C@@H:7]([C:31]3[CH:36]=[CH:35][CH:34]=[C:33]([O:37][CH3:38])[C:32]=3[O:39][CH3:40])[C:6]=2[CH:41]=1.C(=O)([O-])[O-].[K+].[K+].Cl.C(OCC)(=O)C. Given the product [Cl:1][C:2]1[CH:3]=[CH:4][C:5]2[N:11]3[CH:12]=[CH:13][CH:14]=[C:10]3[C@H:9]([CH2:15][C:16]([NH:18][C:19]3[CH:20]=[CH:21][C:22]([CH2:25][C:26]([OH:28])=[O:27])=[CH:23][CH:24]=3)=[O:17])[O:8][C@@H:7]([C:31]3[CH:36]=[CH:35][CH:34]=[C:33]([O:37][CH3:38])[C:32]=3[O:39][CH3:40])[C:6]=2[CH:41]=1, predict the reactants needed to synthesize it. (6) Given the product [C:1]([O:6][Si:36]([C:30]([CH:33]([CH3:35])[CH3:34])([CH3:31])[CH3:32])([CH2:38][CH:39]([CH3:40])[CH3:41])[CH2:42][CH:43]([CH3:45])[CH3:44])(=[O:5])[C:2]([CH3:4])=[CH2:3], predict the reactants needed to synthesize it. The reactants are: [C:1]([OH:6])(=[O:5])[C:2]([CH3:4])=[CH2:3].C(C1C=C(C)C=C(C(C)(C)C)C=1O)(C)(C)C.C(N(CC)CC)C.[C:30]([Si:36]([CH2:42][CH:43]([CH3:45])[CH3:44])([CH2:38][CH:39]([CH3:41])[CH3:40])Cl)([CH:33]([CH3:35])[CH3:34])([CH3:32])[CH3:31]. (7) Given the product [Cl:14][C:8]1[CH:9]=[C:10]([Cl:13])[CH:11]=[CH:12][C:7]=1[C:6]1[CH:5]=[N:4][N:3]2[C:15]([OH:20])=[CH:16][C:17]([CH3:19])=[N:1][C:2]=12, predict the reactants needed to synthesize it. The reactants are: [NH2:1][C:2]1[C:6]([C:7]2[CH:12]=[CH:11][C:10]([Cl:13])=[CH:9][C:8]=2[Cl:14])=[CH:5][NH:4][N:3]=1.[C:15](OCC)(=[O:20])[CH2:16][C:17]([CH3:19])=O. (8) Given the product [CH:1]([O:4][C:5]1[C:6]([NH:18][C:19]2[N:24]=[C:23]3[NH:25][N:26]=[C:27]([CH3:28])[C:22]3=[C:21]([NH:29][C:30]3[CH:35]=[CH:34][CH:33]=[CH:32][C:31]=3[S:36]([CH:39]([CH3:41])[CH3:40])(=[O:38])=[O:37])[N:20]=2)=[CH:7][C:8]([CH3:17])=[C:9]([CH:11]2[CH2:16][CH2:15][N:14]([CH2:43][C:44]([NH:46][CH3:47])=[O:45])[CH2:13][CH2:12]2)[CH:10]=1)([CH3:3])[CH3:2], predict the reactants needed to synthesize it. The reactants are: [CH:1]([O:4][C:5]1[CH:10]=[C:9]([CH:11]2[CH2:16][CH2:15][NH:14][CH2:13][CH2:12]2)[C:8]([CH3:17])=[CH:7][C:6]=1[NH:18][C:19]1[N:24]=[C:23]2[NH:25][N:26]=[C:27]([CH3:28])[C:22]2=[C:21]([NH:29][C:30]2[CH:35]=[CH:34][CH:33]=[CH:32][C:31]=2[S:36]([CH:39]([CH3:41])[CH3:40])(=[O:38])=[O:37])[N:20]=1)([CH3:3])[CH3:2].Br[CH2:43][C:44]([NH2:46])=[O:45].[CH2:47](N(CC)CC)C. (9) Given the product [C:1]([N:15]([C:16]1[CH:17]=[C:18]([C:24]([C:28]2[CH:33]=[CH:32][C:31]([O:34][CH3:35])=[C:30]([O:36][CH2:37][CH3:38])[CH:29]=2)=[CH:25][C:26]#[N:27])[CH:19]=[CH:20][C:21]=1[O:22][CH3:23])[C:42](=[O:54])[CH2:41][CH2:40][CH2:39][NH2:45])([O:3][C:4]([CH3:5])([CH3:6])[CH3:7])=[O:2], predict the reactants needed to synthesize it. The reactants are: [C:1](NCCCC(O)=O)([O:3][C:4]([CH3:7])([CH3:6])[CH3:5])=[O:2].[NH2:15][C:16]1[CH:17]=[C:18]([C:24]([C:28]2[CH:33]=[CH:32][C:31]([O:34][CH3:35])=[C:30]([O:36][CH2:37][CH3:38])[CH:29]=2)=[CH:25][C:26]#[N:27])[CH:19]=[CH:20][C:21]=1[O:22][CH3:23].[CH:39]1([N:45]=C=[N:45][CH:39]2CC[CH2:42][CH2:41][CH2:40]2)CC[CH2:42][CH2:41][CH2:40]1.[OH:54]N1C2C=CC=CC=2N=N1. (10) Given the product [F:9][C:8]1[CH:7]=[CH:6][CH:5]=[C:4]([S:10]([N:16]2[CH2:17][CH2:18][S:14][CH2:15]2)(=[O:12])=[O:11])[C:3]=1[C:1]#[N:2], predict the reactants needed to synthesize it. The reactants are: [C:1]([C:3]1[C:8]([F:9])=[CH:7][CH:6]=[CH:5][C:4]=1[S:10](Cl)(=[O:12])=[O:11])#[N:2].[S:14]1[CH2:18][CH2:17][NH:16][CH2:15]1.